Predict the reactants needed to synthesize the given product. From a dataset of Full USPTO retrosynthesis dataset with 1.9M reactions from patents (1976-2016). (1) Given the product [CH:21]1([CH:24]([N:15]2[CH:14]=[C:13]([C:11]3[N:10]4[CH:18]=[CH:19][N:20]=[C:9]4[CH:8]=[C:7]([C:5]4[CH:4]=[N:3][N:2]([CH3:1])[CH:6]=4)[N:12]=3)[CH:17]=[N:16]2)[CH2:25][CH2:26][CH3:27])[CH2:23][CH2:22]1, predict the reactants needed to synthesize it. The reactants are: [CH3:1][N:2]1[CH:6]=[C:5]([C:7]2[N:12]=[C:11]([C:13]3[CH:14]=[N:15][NH:16][CH:17]=3)[N:10]3[CH:18]=[CH:19][N:20]=[C:9]3[CH:8]=2)[CH:4]=[N:3]1.[CH:21]1([CH:24](O)[CH2:25][CH2:26][CH3:27])[CH2:23][CH2:22]1.C1(P(C2C=CC=CC=2)C2C=CC=CC=2)C=CC=CC=1.N(C(OCC)=O)=NC(OCC)=O. (2) Given the product [CH3:1][C:2]1[CH:7]=[CH:6][N:5]=[C:4]([CH:54]=[CH:53][C:42]2[C:41]3[C:45](=[CH:46][C:38]([N+:35]([O-:37])=[O:36])=[CH:39][CH:40]=3)[N:44]([CH:47]3[CH2:52][CH2:51][CH2:50][CH2:49][O:48]3)[N:43]=2)[CH:3]=1, predict the reactants needed to synthesize it. The reactants are: [CH3:1][C:2]1[CH:7]=[C:6](C)[N:5]=[C:4](/C=C/C2C3C(=CC(NC4N=CC=CC=4C(NCC#CCO)=O)=CC=3)NN=2)[CH:3]=1.[N+:35]([C:38]1[CH:46]=[C:45]2[C:41]([C:42]([CH:53]=[CH2:54])=[N:43][N:44]2[CH:47]2[CH2:52][CH2:51][CH2:50][CH2:49][O:48]2)=[CH:40][CH:39]=1)([O-:37])=[O:36].CC1C=CC=CC=1P(C1C=CC=CC=1C)C1C=CC=CC=1C.CCN(C(C)C)C(C)C. (3) Given the product [NH:24]1[C:25]2[C:30](=[CH:29][CH:28]=[CH:27][CH:26]=2)[C:22]([CH2:21][N:18]2[CH2:17][CH2:16][CH2:15][C:14]3([CH2:13][CH2:12][N:11]([C:3]4[CH:2]=[N:1][C:10]5[C:5]([CH:4]=4)=[CH:6][CH:7]=[CH:8][CH:9]=5)[CH2:42][CH2:41]3)[C:19]2=[O:20])=[CH:23]1, predict the reactants needed to synthesize it. The reactants are: [N:1]1[C:10]2[C:5](=[CH:6][CH:7]=[CH:8][CH:9]=2)[CH:4]=[C:3]([N:11]2[CH2:42][CH2:41][C:14]3([C:19](=[O:20])[N:18]([CH2:21][C:22]4[C:30]5[C:25](=[CH:26][CH:27]=[CH:28][CH:29]=5)[N:24](S(C5C=CC(C)=CC=5)(=O)=O)[CH:23]=4)[CH2:17][CH2:16][CH2:15]3)[CH2:13][CH2:12]2)[CH:2]=1.C([O-])([O-])=O.[Cs+].[Cs+]. (4) Given the product [Cl:29][C:28]1[C:23]([CH2:22][N:13]([CH2:12][C:5]2[CH:6]=[CH:7][C:8]([C:10]#[N:11])=[CH:9][C:4]=2[CH2:3][OH:2])[CH2:14][C:15]2[C:20]([CH3:21])=[CH:19][CH:18]=[CH:17][N:16]=2)=[N:24][CH:25]=[CH:26][CH:27]=1, predict the reactants needed to synthesize it. The reactants are: C[O:2][C:3](=O)[C:4]1[CH:9]=[C:8]([C:10]#[N:11])[CH:7]=[CH:6][C:5]=1[CH2:12][N:13]([CH2:22][C:23]1[C:28]([Cl:29])=[CH:27][CH:26]=[CH:25][N:24]=1)[CH2:14][C:15]1[C:20]([CH3:21])=[CH:19][CH:18]=[CH:17][N:16]=1.[Li+].[BH4-]. (5) The reactants are: [C:1]([OH:5])(=O)[CH2:2][OH:3].CN(C(ON1N=NC2C=CC=NC1=2)=[N+](C)C)C.F[P-](F)(F)(F)(F)F.[Cl:30][C:31]1[CH:56]=[CH:55][C:34]2[N:35]3[C:39]([CH2:40][NH:41][CH2:42][C:33]=2[CH:32]=1)=[N:38][N:37]=[C:36]3[C@H:43]1[CH2:48][CH2:47][C@H:46]([C:49]2[CH:53]=[C:52]([CH3:54])[O:51][N:50]=2)[CH2:45][CH2:44]1.C(N(C(C)C)C(C)C)C. Given the product [Cl:30][C:31]1[CH:56]=[CH:55][C:34]2[N:35]3[C:39]([CH2:40][N:41]([C:1](=[O:5])[CH2:2][OH:3])[CH2:42][C:33]=2[CH:32]=1)=[N:38][N:37]=[C:36]3[C@H:43]1[CH2:44][CH2:45][C@H:46]([C:49]2[CH:53]=[C:52]([CH3:54])[O:51][N:50]=2)[CH2:47][CH2:48]1, predict the reactants needed to synthesize it. (6) Given the product [CH:35]1([CH2:34][N:11]2[C:10]3[C:9]([C:29]([NH2:31])=[O:30])=[CH:8][C:7]([C:6]4[C:2]([CH3:1])=[N:3][O:4][C:5]=4[CH3:32])=[CH:19][C:18]=3[C:17]3[C:12]2=[CH:13][C:14]([C:20]([CH3:22])([N:23]2[CH2:28][CH2:27][O:26][CH2:25][CH2:24]2)[CH3:21])=[CH:15][CH:16]=3)[CH2:37][CH2:36]1, predict the reactants needed to synthesize it. The reactants are: [CH3:1][C:2]1[C:6]([C:7]2[CH:8]=[C:9]([C:29]([NH2:31])=[O:30])[C:10]3[NH:11][C:12]4[C:17]([C:18]=3[CH:19]=2)=[CH:16][CH:15]=[C:14]([C:20]([N:23]2[CH2:28][CH2:27][O:26][CH2:25][CH2:24]2)([CH3:22])[CH3:21])[CH:13]=4)=[C:5]([CH3:32])[O:4][N:3]=1.Br[CH2:34][CH:35]1[CH2:37][CH2:36]1.C(=O)([O-])[O-].[K+].[K+].